From a dataset of Forward reaction prediction with 1.9M reactions from USPTO patents (1976-2016). Predict the product of the given reaction. (1) The product is: [OH:35][C:36]1[C:37]([Cl:46])=[CH:38][C:39]([C:40]([NH:3][CH2:4][CH2:5][CH2:6][CH2:7][CH2:8][CH2:9][CH2:10][CH2:11][CH2:12][N:13]2[CH2:18][CH2:17][CH:16]([O:19][C:20](=[O:34])[NH:21][C:22]3[CH:27]=[CH:26][CH:25]=[CH:24][C:23]=3[C:28]3[CH:33]=[CH:32][CH:31]=[CH:30][CH:29]=3)[CH2:15][CH2:14]2)=[O:41])=[CH:43][C:44]=1[Cl:45]. Given the reactants Cl.Cl.[NH2:3][CH2:4][CH2:5][CH2:6][CH2:7][CH2:8][CH2:9][CH2:10][CH2:11][CH2:12][N:13]1[CH2:18][CH2:17][CH:16]([O:19][C:20](=[O:34])[NH:21][C:22]2[CH:27]=[CH:26][CH:25]=[CH:24][C:23]=2[C:28]2[CH:33]=[CH:32][CH:31]=[CH:30][CH:29]=2)[CH2:15][CH2:14]1.[OH:35][C:36]1[C:44]([Cl:45])=[CH:43][C:39]([C:40](O)=[O:41])=[CH:38][C:37]=1[Cl:46], predict the reaction product. (2) Given the reactants [Cl:1][C:2]1[CH:7]=[CH:6][CH:5]=[CH:4][C:3]=1[CH:8]1[CH2:13][CH2:12][N:11](C(=O)C)[CH2:10][CH2:9]1, predict the reaction product. The product is: [ClH:1].[Cl:1][C:2]1[CH:7]=[CH:6][CH:5]=[CH:4][C:3]=1[CH:8]1[CH2:9][CH2:10][NH:11][CH2:12][CH2:13]1. (3) Given the reactants I[C:2]1[CH:3]=[N:4][C:5]2[C:10]([CH:11]=1)=[CH:9][CH:8]=[CH:7][C:6]=2[N+:12]([O-:14])=[O:13].[C:15]1([S:21]([O-:23])=[O:22])[CH:20]=[CH:19][CH:18]=[CH:17][CH:16]=1.[Na+], predict the reaction product. The product is: [N+:12]([C:6]1[CH:7]=[CH:8][CH:9]=[C:10]2[C:5]=1[N:4]=[CH:3][C:2]([S:21]([C:15]1[CH:20]=[CH:19][CH:18]=[CH:17][CH:16]=1)(=[O:23])=[O:22])=[CH:11]2)([O-:14])=[O:13].